Task: Predict which catalyst facilitates the given reaction.. Dataset: Catalyst prediction with 721,799 reactions and 888 catalyst types from USPTO (1) Reactant: C(=O)([O-])[O-].[Cs+].[Cs+].[F:7][C:8]1[CH:13]=[CH:12][C:11]([OH:14])=[CH:10][CH:9]=1.[C:15]([NH:18][C:19]1[N:23]([CH:24]2[CH2:29][CH2:28][CH2:27][N:26]([C:30]([O:32][CH2:33][C:34]3[CH:39]=[CH:38][CH:37]=[CH:36][CH:35]=3)=[O:31])[CH2:25]2)[N:22]=[C:21]([C:40]2[CH:45]=[CH:44][CH:43]=[C:42](I)[CH:41]=2)[C:20]=1[C:47]#[N:48])(=[O:17])[CH3:16].CC(C)(C(=O)CC(=O)C(C)(C)C)C. Product: [C:15]([NH:18][C:19]1[N:23]([CH:24]2[CH2:29][CH2:28][CH2:27][N:26]([C:30]([O:32][CH2:33][C:34]3[CH:39]=[CH:38][CH:37]=[CH:36][CH:35]=3)=[O:31])[CH2:25]2)[N:22]=[C:21]([C:40]2[CH:45]=[CH:44][CH:43]=[C:42]([O:14][C:11]3[CH:12]=[CH:13][C:8]([F:7])=[CH:9][CH:10]=3)[CH:41]=2)[C:20]=1[C:47]#[N:48])(=[O:17])[CH3:16]. The catalyst class is: 80. (2) Reactant: [Br:1][C:2]1[CH:3]=[C:4]([O:16][CH3:17])[CH:5]=[C:6]2[C:11]=1[NH:10][C:9]([C:12]([OH:14])=O)=[CH:8][C:7]2=[O:15].CN(C(ON1N=NC2C=CC=CC1=2)=[N+](C)C)C.[B-](F)(F)(F)F.C1C=CC2N(O)N=NC=2C=1.[O:50]1[CH2:55][CH2:54][N:53]([C:56]2[CH:62]=[CH:61][C:59]([NH2:60])=[CH:58][CH:57]=2)[CH2:52][CH2:51]1.C(N(C(C)C)CC)(C)C. Product: [N:53]1([C:56]2[CH:57]=[CH:58][C:59]([NH:60][C:12]([C:9]3[NH:10][C:11]4[C:6]([C:7](=[O:15])[CH:8]=3)=[CH:5][C:4]([O:16][CH3:17])=[CH:3][C:2]=4[Br:1])=[O:14])=[CH:61][CH:62]=2)[CH2:52][CH2:51][O:50][CH2:55][CH2:54]1. The catalyst class is: 9.